The task is: Predict the reaction yield, written as a fraction of the theoretical maximum amount of product (1.0 means a 100% yield; for example, 0.34 means a 34% yield).. This data is from Reaction yield outcomes from USPTO patents with 853,638 reactions. (1) The reactants are [Cl:1][C:2]1[C:3]2[C:4]3[CH2:5][C@@H:6]([CH2:15][CH2:16][OH:17])[CH2:7][CH2:8][C:9]=3[S:10][C:11]=2[N:12]=[CH:13][N:14]=1.[CH3:18][C:19]([Si:22](Cl)([CH3:24])[CH3:23])([CH3:21])[CH3:20].N1C=CN=C1. The yield is 0.980. The product is [Si:22]([O:17][CH2:16][CH2:15][C@@H:6]1[CH2:5][C:4]2[C:3]3[C:2]([Cl:1])=[N:14][CH:13]=[N:12][C:11]=3[S:10][C:9]=2[CH2:8][CH2:7]1)([C:19]([CH3:21])([CH3:20])[CH3:18])([CH3:24])[CH3:23]. The catalyst is CN(C=O)C. (2) The reactants are [F:1][C:2]([F:10])([F:9])[C:3]1[S:7][C:6]([NH2:8])=[N:5][N:4]=1.[CH2:11]([O:13][C:14]1[CH:19]=[CH:18][C:17]([NH:20][C:21](=O)[O:22]C2C=CC=CC=2)=[C:16]([C:30]2[S:31][CH:32]=[CH:33][N:34]=2)[CH:15]=1)[CH3:12].[H-].[Na+].Cl. The catalyst is C1COCC1. The product is [CH2:11]([O:13][C:14]1[CH:19]=[CH:18][C:17]([NH:20][C:21]([NH:8][C:6]2[S:7][C:3]([C:2]([F:10])([F:9])[F:1])=[N:4][N:5]=2)=[O:22])=[C:16]([C:30]2[S:31][CH:32]=[CH:33][N:34]=2)[CH:15]=1)[CH3:12]. The yield is 0.550. (3) The reactants are C(OC([NH:11][C:12]12[CH2:19][C:16]([C:20]([O-:22])=[O:21])([CH2:17][CH2:18]1)[CH2:15][CH2:14][CH2:13]2)=O)C1C=CC=CC=1.[CH3:23]CO. The catalyst is [Pd]. The product is [NH2:11][C:12]12[CH2:19][C:16]([C:20]([O:22][CH3:23])=[O:21])([CH2:17][CH2:18]1)[CH2:15][CH2:14][CH2:13]2. The yield is 0.960. (4) The reactants are [Cl:1][C:2]1[CH:7]=[CH:6][C:5]([C:8]2[O:9][CH:10]=[C:11]([C:13]3([CH2:20][NH2:21])[CH2:18][CH2:17][N:16]([CH3:19])[CH2:15][CH2:14]3)[N:12]=2)=[CH:4][CH:3]=1.[F:22][C:23]([F:39])([F:38])[C:24]1[O:28][N:27]=[C:26]([C:29]2[CH:30]=[C:31]([CH:35]=[CH:36][CH:37]=2)[C:32](O)=[O:33])[N:25]=1. No catalyst specified. The product is [ClH:1].[Cl:1][C:2]1[CH:7]=[CH:6][C:5]([C:8]2[O:9][CH:10]=[C:11]([C:13]3([CH2:20][NH:21][C:32](=[O:33])[C:31]4[CH:35]=[CH:36][CH:37]=[C:29]([C:26]5[N:25]=[C:24]([C:23]([F:39])([F:38])[F:22])[O:28][N:27]=5)[CH:30]=4)[CH2:14][CH2:15][N:16]([CH3:19])[CH2:17][CH2:18]3)[N:12]=2)=[CH:4][CH:3]=1. The yield is 0.0500. (5) The reactants are Br[C:2]1[CH:7]=[CH:6][C:5]([Br:8])=[CH:4][N:3]=1.[C:9]([Cu])#[N:10].[OH-].[Na+].C(OCC)(=O)C. The catalyst is CN1C(=O)CCC1. The product is [Br:8][C:5]1[CH:4]=[N:3][C:2]([C:9]#[N:10])=[CH:7][CH:6]=1. The yield is 0.280. (6) The catalyst is C(Cl)Cl. The yield is 0.890. The reactants are [F:1][C:2]([F:18])([F:17])[C:3]1[CH:8]=[CH:7][C:6]([C:9]2[CH:14]=[CH:13][CH:12]=[C:11]([CH2:15][NH2:16])[CH:10]=2)=[CH:5][CH:4]=1.N1C=CC=CC=1.[Br:25][CH2:26][C:27](Cl)=[O:28].O. The product is [Br:25][CH2:26][C:27]([NH:16][CH2:15][C:11]1[CH:10]=[C:9]([C:6]2[CH:5]=[CH:4][C:3]([C:2]([F:17])([F:18])[F:1])=[CH:8][CH:7]=2)[CH:14]=[CH:13][CH:12]=1)=[O:28]. (7) The reactants are Cl.[F:2][C:3]1[CH:30]=[CH:29][C:6]([CH2:7][NH:8][C:9]([C:11]2[CH:16]=[C:15]([C:17]3[CH2:21][CH:20]([CH:22]4[CH2:27][CH2:26][NH:25][CH2:24][CH2:23]4)[O:19][N:18]=3)[N:14]=[C:13]([CH3:28])[N:12]=2)=[O:10])=[CH:5][C:4]=1[O:31][CH3:32].CCN(C(C)C)C(C)C.[CH3:42][NH:43][C:44](O[N:43]1[C:42](=O)CC[C:44]1=[O:45])=[O:45]. The catalyst is C(Cl)Cl.O. The product is [F:2][C:3]1[CH:30]=[CH:29][C:6]([CH2:7][NH:8][C:9]([C:11]2[CH:16]=[C:15]([C:17]3[CH2:21][CH:20]([CH:22]4[CH2:23][CH2:24][N:25]([C:44](=[O:45])[NH:43][CH3:42])[CH2:26][CH2:27]4)[O:19][N:18]=3)[N:14]=[C:13]([CH3:28])[N:12]=2)=[O:10])=[CH:5][C:4]=1[O:31][CH3:32]. The yield is 0.384.